This data is from NCI-60 drug combinations with 297,098 pairs across 59 cell lines. The task is: Regression. Given two drug SMILES strings and cell line genomic features, predict the synergy score measuring deviation from expected non-interaction effect. (1) Drug 2: C(CC(=O)O)C(=O)CN.Cl. Cell line: IGROV1. Synergy scores: CSS=9.77, Synergy_ZIP=-1.00, Synergy_Bliss=1.33, Synergy_Loewe=1.87, Synergy_HSA=1.45. Drug 1: CNC(=O)C1=NC=CC(=C1)OC2=CC=C(C=C2)NC(=O)NC3=CC(=C(C=C3)Cl)C(F)(F)F. (2) Drug 1: CC1C(C(CC(O1)OC2CC(CC3=C2C(=C4C(=C3O)C(=O)C5=C(C4=O)C(=CC=C5)OC)O)(C(=O)CO)O)N)O.Cl. Drug 2: CC(C)NC(=O)C1=CC=C(C=C1)CNNC.Cl. Cell line: A549. Synergy scores: CSS=2.90, Synergy_ZIP=2.70, Synergy_Bliss=7.24, Synergy_Loewe=3.32, Synergy_HSA=3.85.